The task is: Predict the reactants needed to synthesize the given product.. This data is from Full USPTO retrosynthesis dataset with 1.9M reactions from patents (1976-2016). (1) Given the product [CH3:4][C:2]([C:5]1[CH:6]=[CH:7][C:8]([CH2:11][N:12]2[C:17](=[O:18])[C:16]([C:47]([NH:48][CH2:63][C:64]([OH:66])=[O:65])=[O:74])=[C:15]([OH:19])[N:14]=[C:13]2[C:20]2[C:21]([Cl:28])=[CH:22][C:23]([Cl:27])=[CH:24][C:25]=2[Cl:26])=[CH:9][CH:10]=1)([CH3:1])[CH3:3], predict the reactants needed to synthesize it. The reactants are: [CH3:1][C:2]([C:5]1[CH:10]=[CH:9][C:8]([CH2:11][N:12]2[C:17](=[O:18])[CH:16]=[C:15]([OH:19])[N:14]=[C:13]2[C:20]2[C:25]([Cl:26])=[CH:24][C:23]([Cl:27])=[CH:22][C:21]=2[Cl:28])=[CH:7][CH:6]=1)([CH3:4])[CH3:3].[Cl-].C[Al+]C.CCCCCC.C(C1C=CC([CH2:47][NH2:48])=CC=1)(C)(C)C.ClC1C=C(Cl)C=C(Cl)C=1C#N.C(OCC)(=O)[CH2:63][C:64]([O:66]CC)=[O:65].C[O-:74].[Na+].CO. (2) Given the product [NH2:32][C@H:33]1[CH2:38][CH2:37][C@H:36]([NH:39][C:24]2[CH:25]=[C:26]([NH:27][CH:28]3[CH2:30][CH2:29]3)[C:21]3[N:22]([C:18]([C:16]([NH:15][C:11]4[CH:10]=[C:9]([O:8][CH2:1][C:2]5[CH:7]=[CH:6][CH:5]=[CH:4][CH:3]=5)[N:14]=[CH:13][N:12]=4)=[O:17])=[CH:19][N:20]=3)[N:23]=2)[CH2:35][CH2:34]1, predict the reactants needed to synthesize it. The reactants are: [CH2:1]([O:8][C:9]1[N:14]=[CH:13][N:12]=[C:11]([NH:15][C:16]([C:18]2[N:22]3[N:23]=[C:24](Cl)[CH:25]=[C:26]([NH:27][CH:28]4[CH2:30][CH2:29]4)[C:21]3=[N:20][CH:19]=2)=[O:17])[CH:10]=1)[C:2]1[CH:7]=[CH:6][CH:5]=[CH:4][CH:3]=1.[NH2:32][C@H:33]1[CH2:38][CH2:37][C@H:36]([NH2:39])[CH2:35][CH2:34]1. (3) The reactants are: [CH3:1][O:2][C:3]1[C:8]2[C:9]([C:12]3[CH:17]=[CH:16][C:15]([N:18]4[CH2:23][CH2:22][O:21][CH2:20][CH2:19]4)=[CH:14][CH:13]=3)=[N:10][NH:11][C:7]=2[CH:6]=[CH:5][N:4]=1.O1CCOCCOCCOCCOCC1.[F:39][C:40]1[CH:41]=[C:42]([CH:45]=[C:46]([F:49])[C:47]=1F)[C:43]#[N:44].[H-].[Na+].C(=O)(O)[O-].[Na+]. Given the product [F:39][C:40]1[CH:41]=[C:42]([CH:45]=[C:46]([F:49])[C:47]=1[N:11]1[C:7]2[CH:6]=[CH:5][N:4]=[C:3]([O:2][CH3:1])[C:8]=2[C:9]([C:12]2[CH:13]=[CH:14][C:15]([N:18]3[CH2:23][CH2:22][O:21][CH2:20][CH2:19]3)=[CH:16][CH:17]=2)=[N:10]1)[C:43]#[N:44], predict the reactants needed to synthesize it. (4) Given the product [F:17][C:12]1([F:16])[CH2:11][C@H:10]2[C@H:14]([CH2:15][NH:8][C@@H:9]2[CH2:18][N:19]2[C:20](=[O:29])[C:21]3[C:26](=[CH:25][CH:24]=[CH:23][CH:22]=3)[C:27]2=[O:28])[CH2:13]1, predict the reactants needed to synthesize it. The reactants are: C([N:8]1[CH2:15][C@H:14]2[C@H:10]([CH2:11][C:12]([F:17])([F:16])[CH2:13]2)[C@H:9]1[CH2:18][N:19]1[C:27](=[O:28])[C:26]2[C:21](=[CH:22][CH:23]=[CH:24][CH:25]=2)[C:20]1=[O:29])C1C=CC=CC=1.C([O-])=O.[NH4+].